Predict the reactants needed to synthesize the given product. From a dataset of Full USPTO retrosynthesis dataset with 1.9M reactions from patents (1976-2016). Given the product [NH2:1][C:2]1[C:10]([CH3:11])=[CH:9][C:8]([Cl:12])=[CH:7][C:3]=1[C:4]([OH:6])=[O:5], predict the reactants needed to synthesize it. The reactants are: [NH2:1][C:2]1[C:10]([CH3:11])=[CH:9][CH:8]=[CH:7][C:3]=1[C:4]([OH:6])=[O:5].[Cl:12]N1C(=O)CCC1=O.